Dataset: Acute oral toxicity (LD50) regression data from Zhu et al.. Task: Regression/Classification. Given a drug SMILES string, predict its toxicity properties. Task type varies by dataset: regression for continuous values (e.g., LD50, hERG inhibition percentage) or binary classification for toxic/non-toxic outcomes (e.g., AMES mutagenicity, cardiotoxicity, hepatotoxicity). Dataset: ld50_zhu. The drug is O=C(O)CCC(=O)c1ccc(C2CCCCC2)c(Cl)c1. The rat oral LD50 is 3.39, given as -log10 of the dose in mol/kg body weight (higher means more acutely toxic).